This data is from Reaction yield outcomes from USPTO patents with 853,638 reactions. The task is: Predict the reaction yield, written as a fraction of the theoretical maximum amount of product (1.0 means a 100% yield; for example, 0.34 means a 34% yield). The reactants are [CH2:1]([O:8][C@@H:9]1[C@@H:14]([O:15][CH2:16][C:17]2[CH:22]=[CH:21][CH:20]=[CH:19][CH:18]=2)[C@H:13]([O:23][CH2:24][C:25]2[CH:30]=[CH:29][CH:28]=[CH:27][CH:26]=2)[C@@H:12]([CH2:31][O:32][CH2:33][C:34]2[CH:39]=[CH:38][CH:37]=[CH:36][CH:35]=2)[O:11][CH:10]1[C:40]1[C:48]2[O:47][CH2:46][CH2:45][C:44]=2[C:43]([Cl:49])=[C:42]([CH2:50][O:51][Si](C(C)(C)C)(C2C=CC=CC=2)C2C=CC=CC=2)[CH:41]=1)[C:2]1[CH:7]=[CH:6][CH:5]=[CH:4][CH:3]=1.[F-].C([N+](CCCC)(CCCC)CCCC)CCC. The catalyst is C1COCC1. The product is [CH2:1]([O:8][C@@H:9]1[C@@H:14]([O:15][CH2:16][C:17]2[CH:22]=[CH:21][CH:20]=[CH:19][CH:18]=2)[C@H:13]([O:23][CH2:24][C:25]2[CH:30]=[CH:29][CH:28]=[CH:27][CH:26]=2)[C@@H:12]([CH2:31][O:32][CH2:33][C:34]2[CH:35]=[CH:36][CH:37]=[CH:38][CH:39]=2)[O:11][CH:10]1[C:40]1[C:48]2[O:47][CH2:46][CH2:45][C:44]=2[C:43]([Cl:49])=[C:42]([CH2:50][OH:51])[CH:41]=1)[C:2]1[CH:7]=[CH:6][CH:5]=[CH:4][CH:3]=1. The yield is 0.930.